This data is from Full USPTO retrosynthesis dataset with 1.9M reactions from patents (1976-2016). The task is: Predict the reactants needed to synthesize the given product. (1) Given the product [CH3:19][C@H:20]1[CH2:25][CH2:24][CH2:23][C@@H:22]([CH3:26])[N:21]1[C:2]([Cl:1])=[O:4], predict the reactants needed to synthesize it. The reactants are: [Cl:1][C:2](Cl)([O:4]C(=O)OC(Cl)(Cl)Cl)Cl.N1C=CC=CC=1.[CH3:19][C@H:20]1[CH2:25][CH2:24][CH2:23][C@@H:22]([CH3:26])[NH:21]1.Cl. (2) Given the product [CH3:6][O:5][C:3](=[O:4])[C:2]([CH3:1])([CH3:9])[CH2:7][N:13]1[CH2:12][CH2:11][N:10]([C:16]([O:18][C:19]([CH3:22])([CH3:21])[CH3:20])=[O:17])[CH2:15][CH2:14]1, predict the reactants needed to synthesize it. The reactants are: [CH3:1][C:2]([CH3:9])([CH:7]=O)[C:3]([O:5][CH3:6])=[O:4].[N:10]1([C:16]([O:18][C:19]([CH3:22])([CH3:21])[CH3:20])=[O:17])[CH2:15][CH2:14][NH:13][CH2:12][CH2:11]1.C(O)(=O)C.C(O[BH-](OC(=O)C)OC(=O)C)(=O)C.[Na+]. (3) Given the product [Cl:15][C:16]1[CH:24]=[CH:23][CH:22]=[CH:21][C:17]=1[CH2:18][N:19]([CH3:20])[C:12](=[O:14])[CH2:11][CH2:10][CH2:9][S:8][C:5]1[CH:4]=[CH:3][C:2]([F:1])=[CH:7][CH:6]=1, predict the reactants needed to synthesize it. The reactants are: [F:1][C:2]1[CH:7]=[CH:6][C:5]([S:8][CH2:9][CH2:10][CH2:11][C:12]([OH:14])=O)=[CH:4][CH:3]=1.[Cl:15][C:16]1[CH:24]=[CH:23][CH:22]=[CH:21][C:17]=1[CH2:18][NH:19][CH3:20]. (4) Given the product [F:21][C:3]1[CH:4]=[C:5]2[C:10](=[N:11][C:2]=1[NH:25][CH2:24][C:23]([F:27])([F:26])[F:22])[N:9]=[C:8]([C:12]([F:15])([F:14])[F:13])[C:7]([C:16]([O:18][CH2:19][CH3:20])=[O:17])=[CH:6]2, predict the reactants needed to synthesize it. The reactants are: Cl[C:2]1[N:11]=[C:10]2[C:5]([CH:6]=[C:7]([C:16]([O:18][CH2:19][CH3:20])=[O:17])[C:8]([C:12]([F:15])([F:14])[F:13])=[N:9]2)=[CH:4][C:3]=1[F:21].[F:22][C:23]([F:27])([F:26])[CH2:24][NH2:25]. (5) Given the product [Br:11][C:12]1[CH:13]=[C:14]([CH:22]2[C:3]3[C:2](=[C:10]4[NH:9][CH:8]=[CH:7][C:6]4=[CH:5][CH:4]=3)[O:1][CH:24]([OH:25])[CH2:23]2)[CH:15]=[C:16]([O:20][CH3:21])[C:17]=1[O:18][CH3:19].[CH3:28][OH:29], predict the reactants needed to synthesize it. The reactants are: [OH:1][C:2]1[CH:3]=[CH:4][CH:5]=[C:6]2[C:10]=1[NH:9][CH:8]=[CH:7]2.[Br:11][C:12]1[CH:13]=[C:14]([CH:22]=[CH:23][CH:24]=[O:25])[CH:15]=[C:16]([O:20][CH3:21])[C:17]=1[O:18][CH3:19].N1CC[O:29][CH2:28]C1.